This data is from TCR-epitope binding with 47,182 pairs between 192 epitopes and 23,139 TCRs. The task is: Binary Classification. Given a T-cell receptor sequence (or CDR3 region) and an epitope sequence, predict whether binding occurs between them. (1) The epitope is ELAGIGILTV. The TCR CDR3 sequence is CSVGGHSSSYEQYF. Result: 0 (the TCR does not bind to the epitope). (2) The epitope is YLNTLTLAV. The TCR CDR3 sequence is CSVEWINQETQYF. Result: 1 (the TCR binds to the epitope).